Dataset: NCI-60 drug combinations with 297,098 pairs across 59 cell lines. Task: Regression. Given two drug SMILES strings and cell line genomic features, predict the synergy score measuring deviation from expected non-interaction effect. (1) Drug 1: CC(C1=C(C=CC(=C1Cl)F)Cl)OC2=C(N=CC(=C2)C3=CN(N=C3)C4CCNCC4)N. Drug 2: C1=CC=C(C=C1)NC(=O)CCCCCCC(=O)NO. Cell line: A549. Synergy scores: CSS=22.8, Synergy_ZIP=-6.04, Synergy_Bliss=-0.892, Synergy_Loewe=-2.71, Synergy_HSA=-1.12. (2) Drug 1: CN(C)N=NC1=C(NC=N1)C(=O)N. Drug 2: CCCCC(=O)OCC(=O)C1(CC(C2=C(C1)C(=C3C(=C2O)C(=O)C4=C(C3=O)C=CC=C4OC)O)OC5CC(C(C(O5)C)O)NC(=O)C(F)(F)F)O. Cell line: IGROV1. Synergy scores: CSS=10.1, Synergy_ZIP=-0.0845, Synergy_Bliss=0.0871, Synergy_Loewe=-0.135, Synergy_HSA=0.634. (3) Cell line: BT-549. Synergy scores: CSS=16.0, Synergy_ZIP=-2.52, Synergy_Bliss=4.64, Synergy_Loewe=-28.6, Synergy_HSA=-2.40. Drug 2: CC1=C(C(=CC=C1)Cl)NC(=O)C2=CN=C(S2)NC3=CC(=NC(=N3)C)N4CCN(CC4)CCO. Drug 1: CN(C)C1=NC(=NC(=N1)N(C)C)N(C)C. (4) Drug 1: C1=CN(C(=O)N=C1N)C2C(C(C(O2)CO)O)O.Cl. Drug 2: B(C(CC(C)C)NC(=O)C(CC1=CC=CC=C1)NC(=O)C2=NC=CN=C2)(O)O. Cell line: HOP-92. Synergy scores: CSS=48.8, Synergy_ZIP=-2.54, Synergy_Bliss=-0.0976, Synergy_Loewe=-17.4, Synergy_HSA=-0.466.